The task is: Predict the reactants needed to synthesize the given product.. This data is from Full USPTO retrosynthesis dataset with 1.9M reactions from patents (1976-2016). (1) Given the product [C:32]1([C:8]2[C:9]3[C:18](=[CH:17][CH:16]=[C:11]([C:12]([O:14][CH3:15])=[O:13])[CH:10]=3)[NH:19][C:7]=2[C:1]2[CH:6]=[CH:5][CH:4]=[CH:3][CH:2]=2)[CH2:37][CH2:36][CH2:35][CH2:34][CH:33]=1, predict the reactants needed to synthesize it. The reactants are: [C:1]1([C:7]#[C:8][C:9]2[CH:10]=[C:11]([CH:16]=[CH:17][C:18]=2[NH:19]C(=O)C(F)(F)F)[C:12]([O:14][CH3:15])=[O:13])[CH:6]=[CH:5][CH:4]=[CH:3][CH:2]=1.FC(F)(F)S(O[C:32]1[CH2:37][CH2:36][CH2:35][CH2:34][CH:33]=1)(=O)=O.C([O-])([O-])=O.[K+].[K+]. (2) Given the product [F:10][C:5]1[CH:4]=[CH:3][C:2]([C:16]#[C:15][Si:12]([CH3:14])([CH3:13])[CH3:11])=[CH:9][C:6]=1[C:7]#[N:8], predict the reactants needed to synthesize it. The reactants are: Br[C:2]1[CH:3]=[CH:4][C:5]([F:10])=[C:6]([CH:9]=1)[C:7]#[N:8].[CH3:11][Si:12]([C:15]#[CH:16])([CH3:14])[CH3:13]. (3) Given the product [OH:1][C:2]1[C:9]([OH:10])=[CH:8][C:5]([C:6]#[N:7])=[C:4](/[CH:12]=[CH:13]/[C:14]2[CH:19]=[CH:18][C:17]([CH3:20])=[CH:16][CH:15]=2)[C:3]=1[C:21]#[N:22], predict the reactants needed to synthesize it. The reactants are: [OH:1][C:2]1[C:9]([O:10]C)=[CH:8][C:5]([C:6]#[N:7])=[C:4](/[CH:12]=[CH:13]/[C:14]2[CH:19]=[CH:18][C:17]([CH3:20])=[CH:16][CH:15]=2)[C:3]=1[C:21]#[N:22].BrC1C(C#N)=C(O)C(OC)=CC=1C#N.CC1C=CC(/C=C/B(O)O)=CC=1. (4) Given the product [OH:25][CH:14]([C:9]1[C:10]([CH3:13])=[N:11][O:12][C:8]=1[C:5]1[CH:6]=[CH:7][C:2]([C:34]2[CH:35]=[CH:36][C:37]([C:40]3([C:43]([NH:45][S:46]([CH3:49])(=[O:48])=[O:47])=[O:44])[CH2:42][CH2:41]3)=[CH:38][CH:39]=2)=[CH:3][CH:4]=1)[CH2:15][O:16][CH2:17][CH2:18][C:19]1[CH:24]=[CH:23][CH:22]=[CH:21][CH:20]=1, predict the reactants needed to synthesize it. The reactants are: Br[C:2]1[CH:7]=[CH:6][C:5]([C:8]2[O:12][N:11]=[C:10]([CH3:13])[C:9]=2[CH:14]([OH:25])[CH2:15][O:16][CH2:17][CH2:18][C:19]2[CH:24]=[CH:23][CH:22]=[CH:21][CH:20]=2)=[CH:4][CH:3]=1.CC1(C)C(C)(C)OB([C:34]2[CH:39]=[CH:38][C:37]([C:40]3([C:43]([NH:45][S:46]([CH3:49])(=[O:48])=[O:47])=[O:44])[CH2:42][CH2:41]3)=[CH:36][CH:35]=2)O1. (5) Given the product [NH2:1][C:2]1[C:15]([CH3:16])=[CH:14][C:13]([C:19]#[N:20])=[CH:12][C:3]=1[C:4]([O:6][CH2:7][CH2:8][CH2:9][CH2:10][CH3:11])=[O:5], predict the reactants needed to synthesize it. The reactants are: [NH2:1][C:2]1[C:15]([CH3:16])=[CH:14][C:13](Br)=[CH:12][C:3]=1[C:4]([O:6][CH2:7][CH2:8][CH2:9][CH2:10][CH3:11])=[O:5].[Cu](C#N)[C:19]#[N:20]. (6) Given the product [C:1]([O:10][C:11]1[CH:31]=[CH:30][C:29]([C:27]([O:26][CH2:25][CH:17]([CH2:16][CH2:15][CH2:14][CH3:13])[CH2:18][CH2:19][CH2:20][CH2:21][CH2:22][CH3:23])=[O:28])=[CH:34][CH:33]=1)(=[O:9])[C:2]1[CH:3]=[CH:5][CH:6]=[CH:7][CH:8]=1, predict the reactants needed to synthesize it. The reactants are: [C:1]([O:10][CH3:11])(=[O:9])[C:2]1[C:3](=[CH:5][CH:6]=[CH:7][CH:8]=1)O.C(O)[CH2:13][CH2:14][CH2:15][CH2:16][CH2:17][CH2:18][CH2:19][CH2:20][CH2:21][CH2:22][CH3:23].[CH3:25][O:26][C:27]([C:29]1[CH:30]=[CH:31]C(O)=[CH:33][CH:34]=1)=[O:28].C(C(CCCCCC)CO)CCC. (7) Given the product [Br:1][C:2]1[C:3]([CH2:10][O:11][CH2:21][O:22][CH3:23])=[N:4][C:5]([O:8][CH3:9])=[CH:6][CH:7]=1, predict the reactants needed to synthesize it. The reactants are: [Br:1][C:2]1[C:3]([CH2:10][OH:11])=[N:4][C:5]([O:8][CH3:9])=[CH:6][CH:7]=1.C(N(C(C)C)CC)(C)C.[CH3:21][O:22][CH2:23]Cl.CO. (8) Given the product [N:10]1[CH:14]=[CH:13][CH:12]=[CH:11][C:9]=1[C:27]1[CH:17]=[CH:18][O:20][N:24]=1, predict the reactants needed to synthesize it. The reactants are: [OH-].[K+].C(=O)([O-])[O-].[K+].[K+].[CH3:9][N:10]1[CH2:14][CH2:13][CH2:12][CH2:11]1.[H-].[Na+].[CH3:17][C:18](C)([O-:20])C.[K+].C[N:24]([CH3:27])C=O. (9) Given the product [O:29]=[C:20]1[C:21]2[C:26](=[CH:25][CH:24]=[CH:23][CH:22]=2)[C:27](=[O:28])[N:19]1[CH2:18][C@@H:17]([NH:16][C:7]([C:5]1[S:6][C:2]([CH3:1])=[C:3]([C:10]2[N:14]([CH3:15])[N:13]=[CH:12][CH:11]=2)[CH:4]=1)=[O:9])[CH2:30][C:31]1[CH:36]=[CH:35][CH:34]=[C:33]([F:37])[CH:32]=1, predict the reactants needed to synthesize it. The reactants are: [CH3:1][C:2]1[S:6][C:5]([C:7]([OH:9])=O)=[CH:4][C:3]=1[C:10]1[N:14]([CH3:15])[N:13]=[CH:12][CH:11]=1.[NH2:16][C@@H:17]([CH2:30][C:31]1[CH:36]=[CH:35][CH:34]=[C:33]([F:37])[CH:32]=1)[CH2:18][N:19]1[C:27](=[O:28])[C:26]2[C:21](=[CH:22][CH:23]=[CH:24][CH:25]=2)[C:20]1=[O:29].CC(OC(N[C@H](C(O)=O)CC1C=CC=CC=1C(F)(F)F)=O)(C)C.C1CN([P+](Br)(N2CCCC2)N2CCCC2)CC1.F[P-](F)(F)(F)(F)F.CCN(C(C)C)C(C)C.